The task is: Predict the reaction yield, written as a fraction of the theoretical maximum amount of product (1.0 means a 100% yield; for example, 0.34 means a 34% yield).. This data is from Reaction yield outcomes from USPTO patents with 853,638 reactions. (1) The reactants are [CH2:1]1[O:17][C:16]2[CH:15]=[CH:14][C:5]([CH:6]=[N:7][CH2:8][CH:9]([O:12][CH3:13])[O:10][CH3:11])=[CH:4][C:3]=2[O:2]1.[BH4-].[Na+]. The catalyst is CO. The product is [CH2:1]1[O:17][C:16]2[CH:15]=[CH:14][C:5]([CH2:6][NH:7][CH2:8][CH:9]([O:12][CH3:13])[O:10][CH3:11])=[CH:4][C:3]=2[O:2]1. The yield is 0.460. (2) The reactants are [Br:1][C:2]1[CH:10]=[C:9]([C:11]([OH:13])=[O:12])[CH:8]=[C:7]([N+:14]([O-:16])=[O:15])[C:3]=1[C:4]([OH:6])=[O:5].S(=O)(=O)(O)O.[CH3:22]O. No catalyst specified. The product is [CH3:22][O:12][C:11](=[O:13])[C:9]1[CH:8]=[C:7]([N+:14]([O-:16])=[O:15])[C:3]([C:4]([OH:6])=[O:5])=[C:2]([Br:1])[CH:10]=1. The yield is 0.830. (3) The reactants are C(OC(=O)[NH:7][CH2:8][C:9]1[CH:14]=[CH:13][C:12]([C:15]2[N:19]3[CH:20]=[CH:21][C:22]([C:24]4[CH:29]=[CH:28][C:27]([C:30]([N:32]5[CH2:37][CH2:36][N:35]([CH3:38])[CH2:34][CH2:33]5)=[O:31])=[CH:26][CH:25]=4)=[CH:23][C:18]3=[N:17][CH:16]=2)=[CH:11][CH:10]=1)(C)(C)C.[ClH:40]. The catalyst is O1CCOCC1. The product is [ClH:40].[ClH:40].[NH2:7][CH2:8][C:9]1[CH:10]=[CH:11][C:12]([C:15]2[N:19]3[CH:20]=[CH:21][C:22]([C:24]4[CH:25]=[CH:26][C:27]([C:30]([N:32]5[CH2:37][CH2:36][N:35]([CH3:38])[CH2:34][CH2:33]5)=[O:31])=[CH:28][CH:29]=4)=[CH:23][C:18]3=[N:17][CH:16]=2)=[CH:13][CH:14]=1. The yield is 1.00.